From a dataset of Reaction yield outcomes from USPTO patents with 853,638 reactions. Predict the reaction yield, written as a fraction of the theoretical maximum amount of product (1.0 means a 100% yield; for example, 0.34 means a 34% yield). The reactants are Br[C:2]1[CH:3]=[C:4]2[C:8](=[CH:9][CH:10]=1)[C:7](=[O:11])[CH2:6][CH2:5]2.C1C=CC(P(C2C=CC=CC=2)C2C=CC=CC=2)=CC=1.[C:31]([O:35][CH3:36])(=[O:34])[CH:32]=[CH2:33]. The catalyst is CC#N.CCN(CC)CC.CC([O-])=O.CC([O-])=O.[Pd+2]. The product is [O:11]=[C:7]1[C:8]2[C:4](=[CH:3][C:2](/[CH:33]=[CH:32]/[C:31]([O:35][CH3:36])=[O:34])=[CH:10][CH:9]=2)[CH2:5][CH2:6]1. The yield is 0.860.